From a dataset of Forward reaction prediction with 1.9M reactions from USPTO patents (1976-2016). Predict the product of the given reaction. (1) Given the reactants [CH3:1][O:2][C:3](=[O:8])[CH2:4][C:5](=[O:7])[CH3:6].C[O-].[Na+].Br[CH2:13][C:14]([C:16]1[CH:21]=[CH:20][CH:19]=[CH:18][C:17]=1[O:22][C:23]([F:26])([F:25])[F:24])=[O:15], predict the reaction product. The product is: [CH3:1][O:2][C:3](=[O:8])[CH:4]([CH2:13][C:14](=[O:15])[C:16]1[CH:21]=[CH:20][CH:19]=[CH:18][C:17]=1[O:22][C:23]([F:24])([F:25])[F:26])[C:5](=[O:7])[CH3:6]. (2) The product is: [CH3:15][N:14]([CH3:16])[C:12]1[C:11]([C:17]([F:18])([F:20])[F:19])=[CH:10][C:9]2[NH:21][C:22](=[O:38])[CH2:23][C:24]([C:25]3[CH:30]=[CH:29][CH:28]=[C:27]([C:31]4[CH:36]=[CH:35][N:34]=[CH:33][CH:32]=4)[CH:26]=3)=[N:7][C:8]=2[CH:13]=1. Given the reactants C(OC(=O)[NH:7][C:8]1[CH:13]=[C:12]([N:14]([CH3:16])[CH3:15])[C:11]([C:17]([F:20])([F:19])[F:18])=[CH:10][C:9]=1[NH:21][C:22](=[O:38])[CH2:23][C:24](=O)[C:25]1[CH:30]=[CH:29][CH:28]=[C:27]([C:31]2[CH:36]=[CH:35][N:34]=[CH:33][CH:32]=2)[CH:26]=1)(C)(C)C.C(O)(C(F)(F)F)=O, predict the reaction product. (3) The product is: [C:28]([C:18]1[CH:17]=[C:16]([NH:15][C:13]([NH:12][CH2:11][C:10]2[CH:32]=[CH:33][CH:34]=[CH:35][C:9]=2[O:8][C:4]2[CH:3]=[C:2]([NH:36][CH2:37][CH2:38][CH2:39][N:40]3[CH2:44][CH2:43][CH2:42][C:41]3=[O:45])[N:7]=[CH:6][N:5]=2)=[O:14])[N:20]([C:21]2[CH:26]=[CH:25][C:24]([CH3:27])=[CH:23][CH:22]=2)[N:19]=1)([CH3:31])([CH3:30])[CH3:29]. Given the reactants Cl[C:2]1[N:7]=[CH:6][N:5]=[C:4]([O:8][C:9]2[CH:35]=[CH:34][CH:33]=[CH:32][C:10]=2[CH2:11][NH:12][C:13]([NH:15][C:16]2[N:20]([C:21]3[CH:26]=[CH:25][C:24]([CH3:27])=[CH:23][CH:22]=3)[N:19]=[C:18]([C:28]([CH3:31])([CH3:30])[CH3:29])[CH:17]=2)=[O:14])[CH:3]=1.[NH2:36][CH2:37][CH2:38][CH2:39][N:40]1[CH2:44][CH2:43][CH2:42][C:41]1=[O:45].C(N(CC)C(C)C)(C)C.C(=O)(O)[O-].[Na+], predict the reaction product. (4) The product is: [C:16]([O:19][CH2:20][CH:21]([CH2:26][O:27][C:28](=[O:30])[CH3:29])[CH2:22][C:23]([OH:25])=[O:24])(=[O:18])[CH3:17]. Given the reactants O1CCC(=NO)CC1.IC1C=CC=CC=1.[C:16]([O:19][CH2:20][CH:21]([CH2:26][O:27][C:28](=[O:30])[CH3:29])[CH2:22][C:23]([OH:25])=[O:24])(=[O:18])[CH3:17].[C:16]([O:19][CH2:20][CH:21]([CH2:26][O:27][C:28](=[O:30])[CH3:29])[CH2:22][C:23]([OH:25])=[O:24])(=[O:18])[CH3:17], predict the reaction product.